Dataset: Reaction yield outcomes from USPTO patents with 853,638 reactions. Task: Predict the reaction yield, written as a fraction of the theoretical maximum amount of product (1.0 means a 100% yield; for example, 0.34 means a 34% yield). (1) The reactants are [F:1][C:2]([F:17])([F:16])[C:3]1[CH:4]=[C:5](B(O)O)[CH:6]=[C:7]([C:9]([F:12])([F:11])[F:10])[CH:8]=1.[F:18][C:19]1[CH:20]=[C:21]([CH:31]([NH:33][C:34]([C:36]2[N:37]=[C:38](Cl)[O:39][CH:40]=2)=[O:35])[CH3:32])[CH:22]=[C:23]([F:30])[C:24]=1[NH:25][S:26]([CH3:29])(=[O:28])=[O:27].C([O-])([O-])=O.[Cs+].[Cs+]. The catalyst is Cl[Pd](Cl)([P](C1C=CC=CC=1)(C1C=CC=CC=1)C1C=CC=CC=1)[P](C1C=CC=CC=1)(C1C=CC=CC=1)C1C=CC=CC=1. The product is [F:30][C:23]1[CH:22]=[C:21]([CH:31]([NH:33][C:34]([C:36]2[N:37]=[C:38]([C:5]3[CH:4]=[C:3]([C:2]([F:17])([F:16])[F:1])[CH:8]=[C:7]([C:9]([F:12])([F:11])[F:10])[CH:6]=3)[O:39][CH:40]=2)=[O:35])[CH3:32])[CH:20]=[C:19]([F:18])[C:24]=1[NH:25][S:26]([CH3:29])(=[O:28])=[O:27]. The yield is 0.190. (2) The reactants are Cl[C:2]1[S:6][N:5]=[C:4]([C:7]2[CH:12]=[CH:11][C:10]([Cl:13])=[CH:9][CH:8]=2)[N:3]=1.[NH:14]1[CH:18]=[CH:17][CH:16]=[CH:15]1.[H-].[Na+].O. The catalyst is CS(C)=O. The product is [Cl:13][C:10]1[CH:11]=[CH:12][C:7]([C:4]2[N:3]=[C:2]([N:14]3[CH:18]=[CH:17][CH:16]=[CH:15]3)[S:6][N:5]=2)=[CH:8][CH:9]=1. The yield is 0.450. (3) The reactants are [NH2:1][C:2]1[C:3]([C:9]([OH:11])=O)=[N:4][CH:5]=[C:6]([Br:8])[CH:7]=1.[NH2:12][C:13](N)=[O:14]. The yield is 0.910. The catalyst is O. The product is [Br:8][C:6]1[CH:5]=[N:4][C:3]2[C:9]([OH:11])=[N:12][C:13]([OH:14])=[N:1][C:2]=2[CH:7]=1. (4) The reactants are [C:1]([C:3]1[CH:8]=[CH:7][C:6]([CH:9]2[CH2:12][N:11]([C:13]([C:15]3[C:16]([CH3:28])=[CH:17][C:18]([CH:24]4[CH2:27][CH2:26][CH2:25]4)=[C:19]([CH:23]=3)[C:20]([NH2:22])=O)=[O:14])[CH2:10]2)=[CH:5][CH:4]=1)#[N:2].CO[C:31](OC)([N:33](C)C)[CH3:32].C(O)(=O)C.O.[NH2:43]N. The catalyst is C(Cl)Cl.O1CCOCC1. The product is [CH:24]1([C:18]2[C:19]([C:20]3[NH:33][C:31]([CH3:32])=[N:43][N:22]=3)=[CH:23][C:15]([C:13]([N:11]3[CH2:12][CH:9]([C:6]4[CH:7]=[CH:8][C:3]([C:1]#[N:2])=[CH:4][CH:5]=4)[CH2:10]3)=[O:14])=[C:16]([CH3:28])[CH:17]=2)[CH2:27][CH2:26][CH2:25]1. The yield is 0.430.